Dataset: Forward reaction prediction with 1.9M reactions from USPTO patents (1976-2016). Task: Predict the product of the given reaction. (1) Given the reactants C[O:2][C:3](=[O:29])[C:4]1[CH:9]=[CH:8][C:7]([C:10]2[C:15]([C:16]#[C:17][C:18]3[CH:19]=[N:20][C:21]([NH:24][CH3:25])=[CH:22][CH:23]=3)=[C:14]([CH3:26])[N:13]=[C:12]([NH2:27])[N:11]=2)=[CH:6][C:5]=1[Cl:28], predict the reaction product. The product is: [NH2:27][C:12]1[N:11]=[C:10]([C:7]2[CH:8]=[CH:9][C:4]([C:3]([OH:29])=[O:2])=[C:5]([Cl:28])[CH:6]=2)[C:15]([C:16]#[C:17][C:18]2[CH:19]=[N:20][C:21]([NH:24][CH3:25])=[CH:22][CH:23]=2)=[C:14]([CH3:26])[N:13]=1. (2) Given the reactants FC(F)(F)C(O)=O.[NH2:8][C:9]1[N:18]=[C:17]([NH:19]CCO)[C:16]2[C:15]3[CH:23]=[CH:24][N:25]([CH3:26])[C:14]=3[C:13](C3SC=CC=3)=[CH:12][C:11]=2[N:10]=1.[OH-].[Na+].C[I:35].[Cl-].[Na+], predict the reaction product. The product is: [I:35][C:13]1[C:14]2[N:25]([CH3:26])[CH:24]=[CH:23][C:15]=2[C:16]2[C:11]([CH:12]=1)=[N:10][C:9]([NH2:8])=[N:18][C:17]=2[NH2:19]. (3) Given the reactants [N:1]1[C:6]2[S:7][CH:8]=[CH:9][C:5]=2[C:4](=[O:10])[NH:3][CH:2]=1.[F:11][C:12]([F:16])([F:15])[CH2:13]I.C(=O)([O-])[O-].[Cs+].[Cs+].O, predict the reaction product. The product is: [F:11][C:12]([F:16])([F:15])[CH2:13][N:3]1[C:4](=[O:10])[C:5]2[CH:9]=[CH:8][S:7][C:6]=2[N:1]=[CH:2]1. (4) Given the reactants [N:1]1[NH:2][N:3]=[N:4][C:5]=1[CH2:6][CH2:7][CH2:8][CH2:9][CH2:10][CH2:11][CH2:12][CH2:13][CH2:14][CH2:15][CH2:16][CH2:17][CH2:18][CH2:19][CH2:20][C:21]([OH:23])=O.C[O:25][C:26]([O:29]C)([CH3:28])C.Cl.CN(C)[CH2:34][CH2:35][CH2:36]N=C=NCC.[OH:43][C:44]1[C:52]2[N:51]=NN[C:48]=2C=CC=1.[CH:53](NC(C)C)(C)C.[OH2:60], predict the reaction product. The product is: [C:35]([O:60][C:44](=[O:43])[CH:52]([NH:51][C:21](=[O:23])[CH2:20][CH2:19][CH2:18][CH2:17][CH2:16][CH2:15][CH2:14][CH2:13][CH2:12][CH2:11][CH2:10][CH2:9][CH2:8][CH2:7][CH2:6][C:5]1[N:1]=[N:2][NH:3][N:4]=1)[CH2:48][CH2:28][C:26]([OH:25])=[O:29])([CH3:36])([CH3:53])[CH3:34]. (5) The product is: [CH3:1][O:2][C:3]([C:4]1[C:5]([NH2:14])=[C:6]([Cl:13])[C:7]2[N:19]([CH3:21])[C:17]([CH3:18])=[N:20][C:8]=2[CH:9]=1)=[O:15]. Given the reactants [CH3:1][O:2][C:3](=[O:15])[C:4]1[CH:9]=[C:8](N)[C:7](NC)=[C:6]([Cl:13])[C:5]=1[NH2:14].Cl.[C:17]([NH2:20])(=[NH:19])[CH3:18].[CH3:21]CO, predict the reaction product. (6) Given the reactants [NH2:1][C:2]1[N:6]([CH3:7])[C:5](=[O:8])[C:4]([C:16]2[CH:21]=[CH:20][C:19]([F:22])=[C:18](Br)[CH:17]=2)([C:9]2[CH:14]=[CH:13][C:12]([OH:15])=[CH:11][CH:10]=2)[N:3]=1.C([Sn](CCCC)(CCCC)[C:29]1[CH:34]=[N:33][CH:32]=[CH:31][N:30]=1)CCC, predict the reaction product. The product is: [NH2:1][C:2]1[N:6]([CH3:7])[C:5](=[O:8])[C:4]([C:16]2[CH:21]=[CH:20][C:19]([F:22])=[C:18]([C:29]3[CH:34]=[N:33][CH:32]=[CH:31][N:30]=3)[CH:17]=2)([C:9]2[CH:14]=[CH:13][C:12]([OH:15])=[CH:11][CH:10]=2)[N:3]=1. (7) Given the reactants [F:1][C:2]1[CH:10]=[C:9]([C:11]2[N:16]=[C:15]3[N:17]([CH2:20][C:21]4[CH:22]=[C:23]5[C:28](=[CH:29][CH:30]=4)[N:27]=[CH:26][CH:25]=[CH:24]5)[N:18]=[N:19][C:14]3=[CH:13][CH:12]=2)[CH:8]=[C:7]([F:31])[C:3]=1[C:4]([OH:6])=O.[NH3:32], predict the reaction product. The product is: [F:1][C:2]1[CH:10]=[C:9]([C:11]2[N:16]=[C:15]3[N:17]([CH2:20][C:21]4[CH:22]=[C:23]5[C:28](=[CH:29][CH:30]=4)[N:27]=[CH:26][CH:25]=[CH:24]5)[N:18]=[N:19][C:14]3=[CH:13][CH:12]=2)[CH:8]=[C:7]([F:31])[C:3]=1[C:4]([NH2:32])=[O:6]. (8) Given the reactants [C:1]([O:5][C:6]([NH:8][CH2:9][C:10]([OH:12])=O)=[O:7])([CH3:4])([CH3:3])[CH3:2].[NH:13]1[CH2:20][CH2:19][CH2:18][C@H:14]1[C:15]([NH2:17])=[O:16].ON1C2C=CC=CC=2N=N1.C(N=C=NCCCN(C)C)C.C(N(CC)CC)C, predict the reaction product. The product is: [C:1]([O:5][C:6](=[O:7])[NH:8][CH2:9][C:10]([N:13]1[CH2:20][CH2:19][CH2:18][CH:14]1[C:15](=[O:16])[NH2:17])=[O:12])([CH3:2])([CH3:3])[CH3:4]. (9) Given the reactants [CH2:1]([O:8][C:9]1[CH:10]=[C:11]2[C:15](=[CH:16][CH:17]=1)[NH:14][CH:13]=[CH:12]2)[C:2]1[CH:7]=[CH:6][CH:5]=[CH:4][CH:3]=1.Br[C:19]1[CH:24]=[CH:23][C:22]([F:25])=[CH:21][CH:20]=1.[OH-].[K+].Cl, predict the reaction product. The product is: [CH2:1]([O:8][C:9]1[CH:10]=[C:11]2[C:15](=[CH:16][CH:17]=1)[N:14]([C:19]1[CH:24]=[CH:23][C:22]([F:25])=[CH:21][CH:20]=1)[CH:13]=[CH:12]2)[C:2]1[CH:3]=[CH:4][CH:5]=[CH:6][CH:7]=1. (10) Given the reactants [NH2:1][C:2]1[CH:10]=[CH:9][C:8]([C:11]([F:14])([F:13])[F:12])=[CH:7][C:3]=1[C:4]([NH2:6])=[O:5].[OH-].[Na+].[C:17](Cl)(=O)[CH2:18][CH2:19][CH2:20][CH3:21].Cl, predict the reaction product. The product is: [CH2:18]([C:17]1[N:6]=[C:4]([OH:5])[C:3]2[C:2](=[CH:10][CH:9]=[C:8]([C:11]([F:12])([F:13])[F:14])[CH:7]=2)[N:1]=1)[CH2:19][CH2:20][CH3:21].